Dataset: Forward reaction prediction with 1.9M reactions from USPTO patents (1976-2016). Task: Predict the product of the given reaction. (1) Given the reactants FC(F)(F)C(O)=O.C([Si](C)(C)[O:13][C@@H:14]1[CH2:21][N:20]([CH2:22][CH2:23][CH2:24][N:25]([CH2:38][CH:39](OC)OC)[C:26](=[O:37])[CH2:27][NH:28][C:29]2[CH:34]=[CH:33][C:32]([Cl:35])=[C:31]([Cl:36])[CH:30]=2)[CH2:19][CH2:18][C:15]21[CH2:17][CH2:16]2)(C)(C)C.C([SiH](CC)CC)C, predict the reaction product. The product is: [Cl:36][C:31]1[CH:30]=[C:29]([N:28]2[CH2:39][CH2:38][N:25]([CH2:24][CH2:23][CH2:22][N:20]3[CH2:19][CH2:18][C:15]4([CH2:17][CH2:16]4)[C@H:14]([OH:13])[CH2:21]3)[C:26](=[O:37])[CH2:27]2)[CH:34]=[CH:33][C:32]=1[Cl:35]. (2) Given the reactants [Cl:1][C:2]1[CH:7]=[CH:6][C:5](I)=[CH:4][CH:3]=1.[C:9]([O:15][CH3:16])(=[O:14])[CH2:10][CH2:11][C:12]#[CH:13], predict the reaction product. The product is: [Cl:1][C:2]1[CH:7]=[CH:6][C:5]([C:13]#[C:12][CH2:11][CH2:10][C:9]([O:15][CH3:16])=[O:14])=[CH:4][CH:3]=1. (3) Given the reactants [F:1][C:2]([F:7])([F:6])[C:3]([OH:5])=[O:4].FC(F)(F)C(O)=O.[Cl:15][C:16]1[CH:17]=[N:18][C:19]2[NH:20][C:21]3[CH:22]=[CH:23][CH:24]=[C:25]([CH:47]=3)[CH2:26][CH2:27][C:28]3[CH:36]=[C:32]([NH:33][C:34]=1[N:35]=2)[CH:31]=[CH:30][C:29]=3[NH:37][C:38](=[O:46])[CH2:39][CH:40]1[CH2:45][CH2:44][NH:43][CH2:42][CH2:41]1.[C:48](Cl)(=[O:52])[CH:49]([CH3:51])[CH3:50], predict the reaction product. The product is: [F:1][C:2]([F:7])([F:6])[C:3]([OH:5])=[O:4].[Cl:15][C:16]1[CH:17]=[N:18][C:19]2[NH:20][C:21]3[CH:22]=[CH:23][CH:24]=[C:25]([CH:47]=3)[CH2:26][CH2:27][C:28]3[CH:36]=[C:32]([NH:33][C:34]=1[N:35]=2)[CH:31]=[CH:30][C:29]=3[NH:37][C:38](=[O:46])[CH2:39][CH:40]1[CH2:45][CH2:44][N:43]([C:48](=[O:52])[CH:49]([CH3:51])[CH3:50])[CH2:42][CH2:41]1. (4) Given the reactants [N:1]1([C:6]2([C:11]#[N:12])[CH2:10][CH2:9][CH2:8][CH2:7]2)[CH2:5][CH2:4][CH2:3][CH2:2]1.[C:13]1([Li])[CH:18]=[CH:17][CH:16]=[CH:15][CH:14]=1.[BH4-].[Na+].NC(C1C=CC=CC=1)C1(N(C)C)CCCC1, predict the reaction product. The product is: [C:13]1([CH:11]([C:6]2([N:1]3[CH2:5][CH2:4][CH2:3][CH2:2]3)[CH2:7][CH2:8][CH2:9][CH2:10]2)[NH2:12])[CH:18]=[CH:17][CH:16]=[CH:15][CH:14]=1.